From a dataset of Full USPTO retrosynthesis dataset with 1.9M reactions from patents (1976-2016). Predict the reactants needed to synthesize the given product. Given the product [Br:1][C:2]1[CH:3]=[CH:4][C:5]2[O:9][C:8]([C:10]([N:30]3[CH2:31][CH2:32][N:27]([CH3:26])[CH2:28][CH2:29]3)=[O:12])=[CH:7][C:6]=2[CH:13]=1, predict the reactants needed to synthesize it. The reactants are: [Br:1][C:2]1[CH:3]=[CH:4][C:5]2[O:9][C:8]([C:10]([OH:12])=O)=[CH:7][C:6]=2[CH:13]=1.C(N1C=CN=C1)(N1C=CN=C1)=O.[CH3:26][N:27]1[CH2:32][CH2:31][NH:30][CH2:29][CH2:28]1.